This data is from Full USPTO retrosynthesis dataset with 1.9M reactions from patents (1976-2016). The task is: Predict the reactants needed to synthesize the given product. Given the product [Cl:17][C:13]1[CH:12]=[C:11]([C:9]([C:6]2[CH:7]=[CH:8][C:3]([CH2:2][N:18]3[CH2:22][CH2:21][CH2:20][CH2:19]3)=[CH:4][CH:5]=2)=[O:10])[CH:16]=[CH:15][CH:14]=1, predict the reactants needed to synthesize it. The reactants are: Br[CH2:2][C:3]1[CH:8]=[CH:7][C:6]([C:9]([C:11]2[CH:16]=[CH:15][CH:14]=[C:13]([Cl:17])[CH:12]=2)=[O:10])=[CH:5][CH:4]=1.[NH:18]1[CH2:22][CH2:21][CH2:20][CH2:19]1.C(N(CC)CC)C.